From a dataset of Reaction yield outcomes from USPTO patents with 853,638 reactions. Predict the reaction yield, written as a fraction of the theoretical maximum amount of product (1.0 means a 100% yield; for example, 0.34 means a 34% yield). (1) The reactants are [CH2:1]([O:8][C:9]1[CH:18]=[C:17]2[C:12]([C:13](Cl)=[N:14][CH:15]=[N:16]2)=[CH:11][CH:10]=1)[C:2]1[CH:7]=[CH:6][CH:5]=[CH:4][CH:3]=1.[OH:20][C:21]1[CH:22]=[C:23]2[C:27](=[CH:28][CH:29]=1)[NH:26][C:25]([CH3:30])=[CH:24]2.C(=O)([O-])[O-].[K+].[K+]. The catalyst is CN(C=O)C. The product is [CH2:1]([O:8][C:9]1[CH:18]=[C:17]2[C:12]([C:13]([O:20][C:21]3[CH:22]=[C:23]4[C:27](=[CH:28][CH:29]=3)[NH:26][C:25]([CH3:30])=[CH:24]4)=[N:14][CH:15]=[N:16]2)=[CH:11][CH:10]=1)[C:2]1[CH:7]=[CH:6][CH:5]=[CH:4][CH:3]=1. The yield is 0.810. (2) The reactants are Br[C:2]1[CH:3]=[C:4]2[C:8](=[CH:9][CH:10]=1)[NH:7][C:6](=[O:11])[C:5]12[CH2:15][CH2:14][CH2:13][CH2:12]1.[C:16]([O:20][C:21]([N:23]1[CH:27]=[CH:26][CH:25]=[C:24]1B(O)O)=[O:22])([CH3:19])([CH3:18])[CH3:17].C(=O)([O-])[O-].[K+].[K+]. The catalyst is COCCOC.O.C1C=CC([P]([Pd]([P](C2C=CC=CC=2)(C2C=CC=CC=2)C2C=CC=CC=2)([P](C2C=CC=CC=2)(C2C=CC=CC=2)C2C=CC=CC=2)[P](C2C=CC=CC=2)(C2C=CC=CC=2)C2C=CC=CC=2)(C2C=CC=CC=2)C2C=CC=CC=2)=CC=1. The product is [O:11]=[C:6]1[C:5]2([CH2:15][CH2:14][CH2:13][CH2:12]2)[C:4]2[C:8](=[CH:9][CH:10]=[C:2]([C:24]3[N:23]([C:21]([O:20][C:16]([CH3:19])([CH3:18])[CH3:17])=[O:22])[CH:27]=[CH:26][CH:25]=3)[CH:3]=2)[NH:7]1. The yield is 0.830.